Predict the reaction yield, written as a fraction of the theoretical maximum amount of product (1.0 means a 100% yield; for example, 0.34 means a 34% yield). From a dataset of Reaction yield outcomes from USPTO patents with 853,638 reactions. The reactants are ClC1C=C(C=CC=1)C(OO)=[O:6].[CH3:12][C:13]([CH3:45])([CH2:17][O:18][C:19]1[CH:24]=[CH:23][C:22]([C:25]2[CH:34]=[C:33]3[C:28]([C:29]([C:36](=[O:44])[NH:37][C:38]4[CH:43]=[CH:42][CH:41]=[CH:40][CH:39]=4)=[CH:30][C:31]([CH3:35])=[N:32]3)=[CH:27][CH:26]=2)=[CH:21][N:20]=1)[C:14]([OH:16])=[O:15]. The catalyst is C(Cl)Cl. The product is [C:14]([C:13]([CH3:45])([CH3:12])[CH2:17][O:18][C:19]1[N:20]=[CH:21][C:22]([C:25]2[CH:34]=[C:33]3[C:28]([C:29]([C:36](=[O:44])[NH:37][C:38]4[CH:43]=[CH:42][CH:41]=[CH:40][CH:39]=4)=[CH:30][C:31]([CH3:35])=[N+:32]3[O-:6])=[CH:27][CH:26]=2)=[CH:23][CH:24]=1)([OH:16])=[O:15]. The yield is 0.400.